This data is from Full USPTO retrosynthesis dataset with 1.9M reactions from patents (1976-2016). The task is: Predict the reactants needed to synthesize the given product. (1) Given the product [Cl:13][C:14]1[CH:19]=[C:18]([CH3:20])[CH:17]=[CH:16][C:15]=1[C:27]1[S:26](=[O:36])(=[O:37])[N:25]([CH2:24][CH:23]([F:22])[F:38])[C:34]2[C:29]([C:28]=1[O:35][C:39](=[O:43])[CH:40]([CH3:42])[CH3:41])=[N:30][CH:31]=[CH:32][N:33]=2, predict the reactants needed to synthesize it. The reactants are: C([O-])(=O)C.C([O-])(=O)C.C([O-])(=O)C.[Cl:13][C:14]1[CH:19]=[C:18]([CH3:20])[CH:17]=[CH:16][C:15]=1[Pb+3].[F:22][CH:23]([F:38])[CH2:24][N:25]1[C:34]2[C:29](=[N:30][CH:31]=[CH:32][N:33]=2)[C:28](=[O:35])[CH2:27][S:26]1(=[O:37])=[O:36].[C:39](Cl)(=[O:43])[CH:40]([CH3:42])[CH3:41]. (2) Given the product [O:27]1[CH2:28][CH2:29][CH2:30][CH2:31][CH:26]1[O:25][CH2:24][CH2:23][CH2:22][P:1](=[O:18])([O:10][CH2:11][C:12]1[CH:17]=[CH:16][CH:15]=[CH:14][CH:13]=1)[O:2][CH2:3][C:4]1[CH:9]=[CH:8][CH:7]=[CH:6][CH:5]=1, predict the reactants needed to synthesize it. The reactants are: [P:1]([O-:18])([O:10][CH2:11][C:12]1[CH:17]=[CH:16][CH:15]=[CH:14][CH:13]=1)[O:2][CH2:3][C:4]1[CH:9]=[CH:8][CH:7]=[CH:6][CH:5]=1.[H-].[Na+].Br[CH2:22][CH2:23][CH2:24][O:25][CH:26]1[CH2:31][CH2:30][CH2:29][CH2:28][O:27]1. (3) Given the product [C:55]([C:59]1[CH:63]=[C:62]([NH:64][C:65]([NH:67][C@@H:68]2[C:77]3[C:72](=[CH:73][CH:74]=[CH:75][CH:76]=3)[C@H:71]([O:78][C:79]3[CH:80]=[CH:81][C:82]4[N:83]([C:85]([N:88]5[CH2:93][CH2:92][CH2:91][CH2:90][C@@H:89]5[CH3:94])=[N:86][N:87]=4)[CH:84]=3)[CH2:70][CH2:69]2)=[O:66])[N:61]([C:95]2[CH:96]=[N:97][N:98]([CH2:100][CH2:101][OH:102])[CH:99]=2)[N:60]=1)([CH3:56])([CH3:57])[CH3:58], predict the reactants needed to synthesize it. The reactants are: ClC(Cl)(Cl)COC(=O)NC1N(C2C=NN(CCO)C=2)N=C(C(C)(C)C)C=1.C[C@H]1CCCCN1C1N2C=C(O[C@H]3C4C(=CC=CC=4)[C@@H](N)CC3)C=CC2=NN=1.[C:55]([C:59]1[CH:63]=[C:62]([NH:64][C:65]([NH:67][C@@H:68]2[C:77]3[C:72](=[CH:73][CH:74]=[CH:75][CH:76]=3)[C@H:71]([O:78][C:79]3[CH:80]=[CH:81][C:82]4[N:83]([C:85]([N:88]5[CH2:93][CH2:92][CH2:91][CH2:90][C@H:89]5[CH3:94])=[N:86][N:87]=4)[CH:84]=3)[CH2:70][CH2:69]2)=[O:66])[N:61]([C:95]2[CH:96]=[N:97][N:98]([CH2:100][CH2:101][O:102]S(C)(=O)=O)[CH:99]=2)[N:60]=1)([CH3:58])([CH3:57])[CH3:56]. (4) Given the product [CH2:13]([C:12]1[C:8]([N:7]2[C:18](=[O:19])[C:17]3[C:16](=[CH:24][CH:23]=[CH:22][CH:21]=3)[C:15]2=[O:20])=[N:9][NH:10][CH:11]=1)[CH3:14], predict the reactants needed to synthesize it. The reactants are: C(O)(=O)C(O)=O.[NH2:7][C:8]1[C:12]([CH2:13][CH3:14])=[CH:11][NH:10][N:9]=1.[C:15]1(=O)[O:20][C:18](=[O:19])[C:17]2=[CH:21][CH:22]=[CH:23][CH:24]=[C:16]12.O. (5) Given the product [CH3:1][O:2][C:3]1[CH:38]=[N:37][C:6]2[N:7]([C:20]([NH:22][CH:23]([C:27]3[CH:32]=[CH:31][C:30]([C:33]([F:35])([F:34])[F:36])=[CH:29][CH:28]=3)[CH2:24][O:25][CH3:26])=[O:21])[CH2:8][C:9](=[O:19])[NH:10][C:5]=2[CH:4]=1, predict the reactants needed to synthesize it. The reactants are: [CH3:1][O:2][C:3]1[CH:38]=[N:37][C:6]2[N:7]([C:20]([NH:22][CH:23]([C:27]3[CH:32]=[CH:31][C:30]([C:33]([F:36])([F:35])[F:34])=[CH:29][CH:28]=3)[CH2:24][O:25][CH3:26])=[O:21])[CH2:8][C:9](=[O:19])[N:10](COCC[Si](C)(C)C)[C:5]=2[CH:4]=1.FC(F)(F)C(O)=O. (6) Given the product [C:23]([O:26][CH2:27][C:28]1[C:29]([N:43]2[CH2:54][CH2:53][N:52]3[C:45](=[CH:46][C:47]4[CH2:48][C:49]([CH3:56])([CH3:55])[CH2:50][C:51]=43)[C:44]2=[O:57])=[N:30][CH:31]=[CH:32][C:33]=1[C:2]1[CH:3]=[C:4]([NH:10][C:11]2[CH:16]=[CH:15][C:14]([N:17]3[CH2:20][CH:19]([O:21][CH3:22])[CH2:18]3)=[CH:13][N:12]=2)[C:5](=[O:9])[N:6]([CH3:8])[CH:7]=1)(=[O:25])[CH3:24], predict the reactants needed to synthesize it. The reactants are: Br[C:2]1[CH:3]=[C:4]([NH:10][C:11]2[CH:16]=[CH:15][C:14]([N:17]3[CH2:20][CH:19]([O:21][CH3:22])[CH2:18]3)=[CH:13][N:12]=2)[C:5](=[O:9])[N:6]([CH3:8])[CH:7]=1.[C:23]([O:26][CH2:27][C:28]1[C:29]([N:43]2[CH2:54][CH2:53][N:52]3[C:45](=[CH:46][C:47]4[CH2:48][C:49]([CH3:56])([CH3:55])[CH2:50][C:51]=43)[C:44]2=[O:57])=[N:30][CH:31]=[CH:32][C:33]=1B1OC(C)(C)C(C)(C)O1)(=[O:25])[CH3:24].[O-]P([O-])([O-])=O.[K+].[K+].[K+].C([O-])(=O)C.[Na+].